Dataset: Catalyst prediction with 721,799 reactions and 888 catalyst types from USPTO. Task: Predict which catalyst facilitates the given reaction. (1) Reactant: [F:1][C:2]1[CH:9]=[CH:8][C:5]([CH:6]=[O:7])=[CH:4][C:3]=1[OH:10].C(N(CC)C(C)C)(C)C.Cl[CH2:21][O:22][CH3:23].Cl. Product: [F:1][C:2]1[CH:9]=[CH:8][C:5]([CH:6]=[O:7])=[CH:4][C:3]=1[O:10][CH2:21][O:22][CH3:23]. The catalyst class is: 4. (2) Reactant: [C:1]1([CH3:14])[CH:6]=[C:5]([CH3:7])[CH:4]=[C:3]([CH3:8])[C:2]=1[S:9]([O:12][NH2:13])(=[O:11])=[O:10].[Cl:15][C:16]1[CH:17]=[CH:18][C:19]([NH2:22])=[N:20][CH:21]=1. Product: [CH3:8][C:3]1[CH:4]=[C:5]([CH3:7])[CH:6]=[C:1]([CH3:14])[C:2]=1[S:9]([O-:12])(=[O:11])=[O:10].[NH2:13][N:20]1[CH:21]=[C:16]([Cl:15])[CH:17]=[CH:18][C:19]1=[NH2+:22]. The catalyst class is: 2. (3) Reactant: [S:1]1[CH:5]=[CH:4][CH:3]=[C:2]1[CH2:6][CH2:7][OH:8].[C:9](OC(=O)C)(=[O:11])[CH3:10].CCN(C(C)C)C(C)C. Product: [C:9]([O:8][CH2:7][CH2:6][C:2]1[S:1][CH:5]=[CH:4][CH:3]=1)(=[O:11])[CH3:10]. The catalyst class is: 64. (4) Product: [O:27]1[C:23]2[CH:22]=[CH:21][C:20]([C:18](=[O:19])[CH2:17][CH2:16][C:15]([NH:14][C:4]3[CH:3]=[C:2]([C:64]4[CH:65]=[CH:66][CH:67]=[CH:68][C:63]=4[O:62][CH3:61])[CH:7]=[C:6]([C:8]4[CH:13]=[CH:12][CH:11]=[CH:10][CH:9]=4)[N:5]=3)=[O:29])=[CH:28][C:24]=2[CH2:25][CH2:26]1. The catalyst class is: 110. Reactant: Cl[C:2]1[CH:7]=[C:6]([C:8]2[CH:13]=[CH:12][CH:11]=[CH:10][CH:9]=2)[N:5]=[C:4]([NH:14][C:15](=[O:29])[CH2:16][CH2:17][C:18]([C:20]2[CH:21]=[CH:22][C:23]3[O:27][CH2:26][CH2:25][C:24]=3[CH:28]=2)=[O:19])[CH:3]=1.C1(C2C=CC=CC=2)C=CC=CC=1P(C1CCCCC1)C1CCCCC1.C(=O)([O-])[O-].[K+].[K+].[CH3:61][O:62][C:63]1[CH:68]=[CH:67][CH:66]=[CH:65][C:64]=1B(O)O. (5) Reactant: [CH3:1][O:2][C:3]1[CH:4]=[CH:5][CH:6]=[C:7]2[C:12]=1[CH:11]=[C:10]([C:13]([O:15][CH2:16][CH3:17])=[O:14])[CH:9]=[C:8]2[OH:18].C([O-])([O-])=O.[Cs+].[Cs+].I[CH2:26][CH3:27].CN(C=O)C. Product: [CH2:26]([O:18][C:8]1[C:7]2[C:12](=[C:3]([O:2][CH3:1])[CH:4]=[CH:5][CH:6]=2)[CH:11]=[C:10]([C:13]([O:15][CH2:16][CH3:17])=[O:14])[CH:9]=1)[CH3:27]. The catalyst class is: 25. (6) Reactant: [CH3:1][C:2]1[C:7]([NH:8][C:9]([C:11]2[S:15][C:14]([NH:16][C:17]3[CH:18]=[C:19]([N:24]4[CH2:29][CH2:28][N:27]([CH2:30][CH2:31][OH:32])[CH2:26][CH2:25]4)[N:20]=[C:21]([CH3:23])[N:22]=3)=[N:13][CH:12]=2)=[O:10])=[C:6]([Cl:33])[CH:5]=[CH:4][CH:3]=1.C([O-])CCC. Product: [CH3:1][C:2]1[C:7]([NH:8][C:9]([C:11]2[S:15][C:14]([NH:16][C:17]3[CH:18]=[C:19]([N:24]4[CH2:29][CH2:28][N:27]([CH2:30][CH2:31][OH:32])[CH2:26][CH2:25]4)[N:20]=[C:21]([CH3:23])[N:22]=3)=[N:13][CH:12]=2)=[O:10])=[C:6]([Cl:33])[CH:5]=[CH:4][CH:3]=1. The catalyst class is: 40.